The task is: Predict the reactants needed to synthesize the given product.. This data is from Full USPTO retrosynthesis dataset with 1.9M reactions from patents (1976-2016). (1) Given the product [C:1]([C:5]1[CH:6]=[CH:7][C:8]([NH:11][C:25]2[C:26]3[CH2:27][CH2:28][N:19]([CH2:12][C:13]4[CH:18]=[CH:17][CH:16]=[CH:15][CH:14]=4)[CH2:20][C:21]=3[N:22]=[CH:23][N:24]=2)=[CH:9][CH:10]=1)([CH3:4])([CH3:2])[CH3:3], predict the reactants needed to synthesize it. The reactants are: [C:1]([C:5]1[CH:10]=[CH:9][C:8]([NH2:11])=[CH:7][CH:6]=1)([CH3:4])([CH3:3])[CH3:2].[CH2:12]([N:19]1[CH2:28][CH2:27][C:26]2[C:25](Cl)=[N:24][CH:23]=[N:22][C:21]=2[CH2:20]1)[C:13]1[CH:18]=[CH:17][CH:16]=[CH:15][CH:14]=1. (2) Given the product [CH3:1][O:2][C:3]1[CH:4]=[CH:5][C:6]([CH2:9][CH2:10][CH2:11][CH2:12][C:13]([OH:15])=[O:14])=[CH:7][CH:8]=1, predict the reactants needed to synthesize it. The reactants are: [CH3:1][O:2][C:3]1[CH:8]=[CH:7][C:6]([C:9](=O)[CH2:10][CH2:11][CH2:12][C:13]([OH:15])=[O:14])=[CH:5][CH:4]=1.